From a dataset of Reaction yield outcomes from USPTO patents with 853,638 reactions. Predict the reaction yield, written as a fraction of the theoretical maximum amount of product (1.0 means a 100% yield; for example, 0.34 means a 34% yield). (1) The reactants are C(O[C:4]([C:6]1[S:14][C:13]2[C:12]([F:15])=[CH:11][N:10]=[CH:9][C:8]=2[C:7]=1[NH:16][C:17]1[CH:22]=[CH:21][C:20]([I:23])=[CH:19][C:18]=1[F:24])=[O:5])C.[OH-].[Na+].[CH:27]([O:29][CH2:30][CH2:31][O:32][NH2:33])=[CH2:28].CCN=C=NCCCN(C)C.C1C=CC2N(O)N=NC=2C=1. No catalyst specified. The product is [CH:27]([O:29][CH2:30][CH2:31][O:32][NH:33][C:4]([C:6]1[S:14][C:13]2[C:12]([F:15])=[CH:11][N:10]=[CH:9][C:8]=2[C:7]=1[NH:16][C:17]1[CH:22]=[CH:21][C:20]([I:23])=[CH:19][C:18]=1[F:24])=[O:5])=[CH2:28]. The yield is 0.540. (2) The product is [OH:14][CH:15]([C:19]1[CH:24]=[CH:23][C:22]([S:25][CH3:26])=[CH:21][CH:20]=1)[C:16]([N:10]1[CH2:11][CH2:12][CH2:13][CH:9]1[C:5]1[CH:6]=[CH:7][CH:8]=[C:3]([O:2][CH3:1])[CH:4]=1)=[O:17]. The catalyst is C(Cl)Cl. The reactants are [CH3:1][O:2][C:3]1[CH:4]=[C:5]([CH:9]2[CH2:13][CH2:12][CH2:11][NH:10]2)[CH:6]=[CH:7][CH:8]=1.[OH:14][CH:15]([C:19]1[CH:24]=[CH:23][C:22]([S:25][CH3:26])=[CH:21][CH:20]=1)[C:16](O)=[O:17].F[P-](F)(F)(F)(F)F.N1(OC(N(C)C)=[N+](C)C)C2C=CC=CC=2N=N1.CCN(C(C)C)C(C)C. The yield is 0.370.